Dataset: Full USPTO retrosynthesis dataset with 1.9M reactions from patents (1976-2016). Task: Predict the reactants needed to synthesize the given product. (1) Given the product [F:8][C:6]1[CH:5]=[C:4]([CH2:9][C:10]([N:14]([CH3:13])[C@H:15]([C:17]([C:19]2([NH2:38])[N:25]=[C:24]([C:26]3[CH:31]=[CH:30][CH:29]=[CH:28][CH:27]=3)[C:23]3[CH:32]=[CH:33][CH:34]=[CH:35][C:22]=3[N:21]([CH3:36])[C:20]2=[O:37])=[O:18])[CH3:16])=[O:12])[CH:3]=[C:2]([F:1])[CH:7]=1, predict the reactants needed to synthesize it. The reactants are: [F:1][C:2]1[CH:3]=[C:4]([CH2:9][C:10]([OH:12])=O)[CH:5]=[C:6]([F:8])[CH:7]=1.[CH3:13][NH:14][C@H:15]([C:17]([C:19]1([NH2:38])[N:25]=[C:24]([C:26]2[CH:31]=[CH:30][CH:29]=[CH:28][CH:27]=2)[C:23]2[CH:32]=[CH:33][CH:34]=[CH:35][C:22]=2[N:21]([CH3:36])[C:20]1=[O:37])=[O:18])[CH3:16]. (2) Given the product [CH3:1][C:2]1[CH:17]=[C:16]([N:18]2[C:22]3=[N:23][CH:24]=[CH:25][CH:26]=[C:21]3[CH:20]=[CH:19]2)[CH:15]=[CH:14][C:3]=1[C:4]1[N:5]([C:6]2[CH:7]=[N:8][C:9]([CH3:12])=[CH:10][CH:11]=2)[CH:39]=[C:40]([C:42]2[CH:47]=[CH:46][CH:45]=[CH:44][N:43]=2)[N:13]=1, predict the reactants needed to synthesize it. The reactants are: [CH3:1][C:2]1[CH:17]=[C:16]([N:18]2[C:22]3=[N:23][CH:24]=[CH:25][CH:26]=[C:21]3[CH:20]=[CH:19]2)[CH:15]=[CH:14][C:3]=1[C:4]([NH2:13])=[N:5][C:6]1[CH:7]=[N:8][C:9]([CH3:12])=[CH:10][CH:11]=1.[Li+].C[Si]([N-][Si](C)(C)C)(C)C.Br.Br[CH2:39][C:40]([C:42]1[CH:47]=[CH:46][CH:45]=[CH:44][N:43]=1)=O.